From a dataset of Experimentally validated miRNA-target interactions with 360,000+ pairs, plus equal number of negative samples. Binary Classification. Given a miRNA mature sequence and a target amino acid sequence, predict their likelihood of interaction. (1) The miRNA is hsa-miR-8055 with sequence CUUUGAGCACAUGAGCAGACGGA. The protein sequence of the target gene is MDARRVPQKDLRVKKNLKKFRYVKLISMETSSSSDDSCDSFASDNFANTRLQSVREGCRTRSQCRHSGPLRVAMKFPARSTRGATNKKAESRQPSENSVTDSNSDSEDESGMNFLEKRALNIKQNKAMLAKLMSELESFPGSFRGRHPLPGSDSQSRRPRRRTFPGVASRRNPERRARPLTRSRSRILGSLDALPMEEEEEEDKYMLVRKRKTVDGYMNEDDLPRSRRSRSSVTLPHIIRPVEEITEEELENVCSNSREKIYNRSLGSTCHQCRQKTIDTKTNCRNPDCWGVRGQFCGPC.... Result: 0 (no interaction). (2) The miRNA is hsa-miR-361-3p with sequence UCCCCCAGGUGUGAUUCUGAUUU. The protein sequence of the target gene is MRRFKRKHLTAIDCQHLARSHLAVTQPFGQRWTNRDPNHGLYPKPRTKRGSRGQGSQRCIPEFFLAGKQPCTNDMAKSNSVGQDSCQDSEGDMIFPAESSCALPQEGSAGPGSPGSAPPSRKRSWSSEEESNQATGTSRWDGVSKKAPRHHLSVPCTRPREARQEAEDSTSRLSAESGETDQDAGDVGPDPIPDSYYGLLGTLPCQEALSHICSLPSEVLRHVFAFLPVEDLYWNLSLVCHLWREIISDPLFIPWKKLYHRYLMNEEQAVSKVDGILSNCGIEKESDLCVLNLIRYTATT.... Result: 1 (interaction).